Dataset: Peptide-MHC class I binding affinity with 185,985 pairs from IEDB/IMGT. Task: Regression. Given a peptide amino acid sequence and an MHC pseudo amino acid sequence, predict their binding affinity value. This is MHC class I binding data. (1) The peptide sequence is ICLSGDGWPY. The MHC is HLA-A23:01 with pseudo-sequence HLA-A23:01. The binding affinity (normalized) is 0. (2) The peptide sequence is RTLLAGIV. The MHC is Mamu-A02 with pseudo-sequence Mamu-A02. The binding affinity (normalized) is 0.616. (3) The peptide sequence is LRWASGVSE. The MHC is HLA-A02:11 with pseudo-sequence HLA-A02:11. The binding affinity (normalized) is 0.0847. (4) The peptide sequence is SILSSFFSL. The MHC is HLA-B08:01 with pseudo-sequence HLA-B08:01. The binding affinity (normalized) is 0.498. (5) The peptide sequence is ITKEKKEEL. The MHC is HLA-B57:01 with pseudo-sequence HLA-B57:01. The binding affinity (normalized) is 0.0847. (6) The peptide sequence is HLLCQAFSV. The MHC is HLA-B57:01 with pseudo-sequence HLA-B57:01. The binding affinity (normalized) is 0.0847. (7) The MHC is HLA-A03:01 with pseudo-sequence HLA-A03:01. The peptide sequence is KLKKKSAFY. The binding affinity (normalized) is 0.646. (8) The peptide sequence is TIPLFCATKNR. The MHC is Mamu-B03 with pseudo-sequence Mamu-B03. The binding affinity (normalized) is 0.